From a dataset of Retrosynthesis with 50K atom-mapped reactions and 10 reaction types from USPTO. Predict the reactants needed to synthesize the given product. (1) The reactants are: Cc1ccc(Cl)c(O)c1F.N#Cc1cc(F)cc(C(F)(F)F)c1. Given the product Cc1ccc(Cl)c(Oc2cc(C#N)cc(C(F)(F)F)c2)c1F, predict the reactants needed to synthesize it. (2) Given the product COc1cc[nH]c1/C=C1\C(=O)Nc2cccc(C#CC3(O)CCCC3)c21, predict the reactants needed to synthesize it. The reactants are: C#CC1(O)CCCC1.COc1cc[nH]c1/C=C1\C(=O)Nc2cccc(Br)c21. (3) Given the product Cn1c(=O)c(-c2ccccc2)cc2c(O)c(C(=O)NCCC(=O)O)ncc21, predict the reactants needed to synthesize it. The reactants are: COC(=O)c1ncc2c(cc(-c3ccccc3)c(=O)n2C)c1O.NCCC(=O)O. (4) Given the product CC(C)[Si](OC1CCC(c2ccc(F)c(F)c2)=Cc2cccnc21)(C(C)C)C(C)C, predict the reactants needed to synthesize it. The reactants are: CC(C)[Si](OC1CCC(OS(=O)(=O)C(F)(F)F)=Cc2cccnc21)(C(C)C)C(C)C.OB(O)c1ccc(F)c(F)c1. (5) Given the product O=C(Nc1nnn(C(F)F)n1)C(c1ccccc1)c1ccccc1, predict the reactants needed to synthesize it. The reactants are: Nc1nnn(C(F)F)n1.O=C(Cl)C(c1ccccc1)c1ccccc1. (6) Given the product CC1CN(C(=O)OC(C)(C)C)CC(C)N1C, predict the reactants needed to synthesize it. The reactants are: C=O.CC1CN(C(=O)OC(C)(C)C)CC(C)N1. (7) Given the product CCOC(=O)C(=Cc1cn(C(=O)OCc2ccccc2)c2ccc(C(=O)OC)cc12)[N+](=O)[O-], predict the reactants needed to synthesize it. The reactants are: CCOC(=O)C[N+](=O)[O-].COC(=O)c1ccc2c(c1)c(C=O)cn2C(=O)OCc1ccccc1.